Dataset: Full USPTO retrosynthesis dataset with 1.9M reactions from patents (1976-2016). Task: Predict the reactants needed to synthesize the given product. (1) Given the product [I:1][C:2]1[CH:10]=[CH:9][C:5]([C:6]([N:12]([CH3:13])[CH3:11])=[O:7])=[CH:4][CH:3]=1, predict the reactants needed to synthesize it. The reactants are: [I:1][C:2]1[CH:10]=[CH:9][C:5]([C:6](Cl)=[O:7])=[CH:4][CH:3]=1.[CH3:11][NH:12][CH3:13].C(N(CC)CC)C. (2) Given the product [C:9]1([CH3:19])[CH:14]=[CH:13][C:12]([S:15]([O:8][CH2:7][CH2:6][CH2:5][CH2:4][CH2:3][CH2:2][Cl:1])(=[O:17])=[O:16])=[CH:11][CH:10]=1, predict the reactants needed to synthesize it. The reactants are: [Cl:1][CH2:2][CH2:3][CH2:4][CH2:5][CH2:6][CH2:7][OH:8].[C:9]1([CH3:19])[CH:14]=[CH:13][C:12]([S:15](Cl)(=[O:17])=[O:16])=[CH:11][CH:10]=1. (3) Given the product [CH2:1]([O:3][C:4](=[O:34])[C:5]1[CH:10]=[CH:9][C:8]([N:11]2[C:19]3[C:14](=[CH:15][CH:16]=[C:17]([OH:20])[CH:18]=3)[C:13]([C:28]#[N:29])=[CH:12]2)=[CH:7][C:6]=1[O:30][CH2:31][O:32][CH3:33])[CH3:2], predict the reactants needed to synthesize it. The reactants are: [CH2:1]([O:3][C:4](=[O:34])[C:5]1[CH:10]=[CH:9][C:8]([N:11]2[C:19]3[C:14](=[CH:15][CH:16]=[C:17]([O:20]CC4C=CC=CC=4)[CH:18]=3)[C:13]([C:28]#[N:29])=[CH:12]2)=[CH:7][C:6]=1[O:30][CH2:31][O:32][CH3:33])[CH3:2].C(OCC)(=O)C. (4) Given the product [C:1]([C:5]1[O:6][C:7]2[C:12](/[C:13](=[CH:15]/[CH:16]=[CH:17]/[CH:18]=[CH:19]/[C:20]3[C:28]([CH2:30][CH2:31][CH2:32][CH2:33][S:34]([O-:37])(=[O:35])=[O:36])([CH3:29])[C:27]4[C:22](=[C:23]([F:41])[C:24]([F:40])=[C:25]([F:39])[C:26]=4[F:38])[N+:21]=3[CH2:42][CH2:43][CH2:44][CH2:45][CH2:46][C:47]([O:49][N:70]3[C:75](=[O:76])[CH2:74][CH2:73][C:71]3=[O:72])=[O:48])/[CH:14]=1)=[CH:11][CH:10]=[C:9]([N:50]([CH3:52])[CH3:51])[CH:8]=2)([CH3:2])([CH3:3])[CH3:4], predict the reactants needed to synthesize it. The reactants are: [C:1]([C:5]1[O:6][C:7]2[C:12](/[C:13](=[CH:15]/[CH:16]=[CH:17]/[CH:18]=[CH:19]/[C:20]3[C:28]([CH2:30][CH2:31][CH2:32][CH2:33][S:34]([O-:37])(=[O:36])=[O:35])([CH3:29])[C:27]4[C:22](=[C:23]([F:41])[C:24]([F:40])=[C:25]([F:39])[C:26]=4[F:38])[N+:21]=3[CH2:42][CH2:43][CH2:44][CH2:45][CH2:46][C:47]([OH:49])=[O:48])/[CH:14]=1)=[CH:11][CH:10]=[C:9]([N:50]([CH3:52])[CH3:51])[CH:8]=2)([CH3:4])([CH3:3])[CH3:2].CS(C)=O.[B-](F)(F)(F)F.CN(C(O[N:70]1[C:75](=[O:76])[CH2:74][CH2:73][C:71]1=[O:72])=[N+](C)C)C.C(N(CC)C(C)C)(C)C.